Dataset: Full USPTO retrosynthesis dataset with 1.9M reactions from patents (1976-2016). Task: Predict the reactants needed to synthesize the given product. (1) Given the product [CH2:1]([O:3][C:4]([C:6]1[N:7]=[C:8]([CH2:18][C:19]2[CH:20]=[CH:21][C:22]([F:25])=[CH:23][CH:24]=2)[N:9]([C:11]2[CH:12]=[CH:13][C:14]([Cl:17])=[CH:15][CH:16]=2)[CH:10]=1)=[O:5])[CH3:2], predict the reactants needed to synthesize it. The reactants are: [CH2:1]([O:3][C:4]([C:6]1(O)[CH2:10][N:9]([C:11]2[CH:16]=[CH:15][C:14]([Cl:17])=[CH:13][CH:12]=2)[C:8]([CH2:18][C:19]2[CH:24]=[CH:23][C:22]([F:25])=[CH:21][CH:20]=2)=[N:7]1)=[O:5])[CH3:2].O.C1(C)C=CC(S(O)(=O)=O)=CC=1. (2) Given the product [CH2:48]([O:50][C:51](=[O:65])[C@H:52]([OH:64])[CH2:53][C@H:54]([NH:63][C:36]([C:33]1[CH:34]=[CH:35][C:30]2[N:29]=[N:28][N:27]([OH:26])[C:31]=2[CH:32]=1)=[O:38])[CH2:55][C:56]1[CH:57]=[CH:58][C:59]([Br:62])=[CH:60][CH:61]=1)[CH3:49], predict the reactants needed to synthesize it. The reactants are: CN(C(ON1N=NC2C=CC(=CC1=2)Cl)=[N+](C)C)C.F[P-](F)(F)(F)(F)F.[OH:26][N:27]1[C:31]2[CH:32]=[C:33]([C:36]([OH:38])=O)[CH:34]=[CH:35][C:30]=2[N:29]=[N:28]1.CCN(C(C)C)C(C)C.[CH2:48]([O:50][C:51](=[O:65])[C@H:52]([OH:64])[CH2:53][C@H:54]([NH2:63])[CH2:55][C:56]1[CH:61]=[CH:60][C:59]([Br:62])=[CH:58][CH:57]=1)[CH3:49].